From a dataset of Reaction yield outcomes from USPTO patents with 853,638 reactions. Predict the reaction yield, written as a fraction of the theoretical maximum amount of product (1.0 means a 100% yield; for example, 0.34 means a 34% yield). (1) The yield is 0.710. The product is [CH2:1]([O:8][C:9]1[CH:14]=[CH:13][C:12]([C:15]2[CH:16]=[CH:17][C:18](/[CH:21]=[CH:22]/[C:23]3[N:24]([CH2:37][CH3:38])[CH:25]=[C:26]([C:28]4[CH:33]=[CH:32][C:31]([Cl:34])=[CH:30][C:29]=4[Cl:35])[N:27]=3)=[CH:19][CH:20]=2)=[CH:11][C:10]=1[F:36])[C:2]1[CH:3]=[CH:4][CH:5]=[CH:6][CH:7]=1. The reactants are [CH2:1]([O:8][C:9]1[CH:14]=[CH:13][C:12]([C:15]2[CH:20]=[CH:19][C:18](/[CH:21]=[CH:22]/[C:23]3[NH:24][CH:25]=[C:26]([C:28]4[CH:33]=[CH:32][C:31]([Cl:34])=[CH:30][C:29]=4[Cl:35])[N:27]=3)=[CH:17][CH:16]=2)=[CH:11][C:10]=1[F:36])[C:2]1[CH:7]=[CH:6][CH:5]=[CH:4][CH:3]=1.[CH2:37](Br)[CH3:38]. No catalyst specified. (2) The reactants are [CH3:1][C:2]1[O:6][N:5]=[C:4]([C:7]2[CH:12]=[CH:11][CH:10]=[CH:9][CH:8]=2)[C:3]=1[CH2:13][O:14][C:15]1[N:20]=[CH:19][C:18]([C:21]([NH:23][CH:24]2[CH2:29][CH2:28][CH2:27][N:26]([CH2:30][C:31](O)=[O:32])[CH2:25]2)=[O:22])=[CH:17][CH:16]=1.[CH2:34]([CH2:36][NH2:37])[OH:35]. No catalyst specified. The product is [OH:35][CH2:34][CH2:36][NH:37][C:31]([CH2:30][N:26]1[CH2:27][CH2:28][CH2:29][CH:24]([NH:23][C:21](=[O:22])[C:18]2[CH:17]=[CH:16][C:15]([O:14][CH2:13][C:3]3[C:4]([C:7]4[CH:8]=[CH:9][CH:10]=[CH:11][CH:12]=4)=[N:5][O:6][C:2]=3[CH3:1])=[N:20][CH:19]=2)[CH2:25]1)=[O:32]. The yield is 0.670. (3) The reactants are O.[OH-].[Li+].O.C[O:6][C:7](=[O:39])[CH2:8][CH2:9][CH:10]([C:14]1[CH:23]=[CH:22][C:21]2[C:16](=[CH:17][CH:18]=[C:19]([O:28][C@H:29]3[CH2:34][CH2:33][C@H:32]([C:35]([CH3:38])([CH3:37])[CH3:36])[CH2:31][CH2:30]3)[C:20]=2[C:24]([F:27])([F:26])[F:25])[CH:15]=1)[N+:11]([O-:13])=[O:12].CO.O1CCCC1. No catalyst specified. The product is [C:35]([C@H:32]1[CH2:31][CH2:30][C@H:29]([O:28][C:19]2[C:20]([C:24]([F:25])([F:26])[F:27])=[C:21]3[C:16](=[CH:17][CH:18]=2)[CH:15]=[C:14]([CH:10]([N+:11]([O-:13])=[O:12])[CH2:9][CH2:8][C:7]([OH:39])=[O:6])[CH:23]=[CH:22]3)[CH2:34][CH2:33]1)([CH3:38])([CH3:36])[CH3:37]. The yield is 0.730. (4) The reactants are CS(O[CH2:6][CH2:7][S:8]([CH3:11])(=[O:10])=[O:9])(=O)=O.[NH2:12][CH2:13][CH2:14][O:15][C:16]1[CH:21]=[CH:20][C:19]([NH:22][C:23](=[O:32])[C:24]2[CH:29]=[CH:28][CH:27]=[C:26]([O:30][CH3:31])[CH:25]=2)=[CH:18][C:17]=1[C:33]1[N:37]([CH3:38])[N:36]=[CH:35][CH:34]=1. The catalyst is CN(C=O)C. The product is [CH3:11][S:8]([CH2:7][CH2:6][NH:12][CH2:13][CH2:14][O:15][C:16]1[CH:21]=[CH:20][C:19]([NH:22][C:23](=[O:32])[C:24]2[CH:29]=[CH:28][CH:27]=[C:26]([O:30][CH3:31])[CH:25]=2)=[CH:18][C:17]=1[C:33]1[N:37]([CH3:38])[N:36]=[CH:35][CH:34]=1)(=[O:10])=[O:9]. The yield is 0.185. (5) The reactants are [Br:1][C:2]1[C:3]([F:28])=[CH:4][C:5]2[O:11][CH2:10][CH2:9][N:8]3[C:12]([CH:18]([C:20]4[C:21]([CH3:26])=[N:22][N:23]([CH3:25])[CH:24]=4)[OH:19])=[C:13]([C:15]([OH:17])=O)[N:14]=[C:7]3[C:6]=2[CH:27]=1.[Cl-].[NH4+:30]. No catalyst specified. The product is [Br:1][C:2]1[C:3]([F:28])=[CH:4][C:5]2[O:11][CH2:10][CH2:9][N:8]3[C:12]([CH:18]([C:20]4[C:21]([CH3:26])=[N:22][N:23]([CH3:25])[CH:24]=4)[OH:19])=[C:13]([C:15]([NH2:30])=[O:17])[N:14]=[C:7]3[C:6]=2[CH:27]=1. The yield is 0.680. (6) The reactants are [CH2:1]([O:8][C:9]([NH:11][C@@:12]([C:22]([O:24][CH2:25][CH3:26])=[O:23])([C:19](O)=[O:20])[CH2:13][C:14]([O:16][CH2:17][CH3:18])=[O:15])=[O:10])[C:2]1[CH:7]=[CH:6][CH:5]=[CH:4][CH:3]=1.ClC(OCC(C)C)=O.[NH3:35].Cl. The catalyst is C1COCC1.C(N(CC)CC)C. The product is [CH2:1]([O:8][C:9]([NH:11][C@@:12]([C:19](=[O:20])[NH2:35])([CH2:13][C:14]([O:16][CH2:17][CH3:18])=[O:15])[C:22]([O:24][CH2:25][CH3:26])=[O:23])=[O:10])[C:2]1[CH:7]=[CH:6][CH:5]=[CH:4][CH:3]=1. The yield is 0.840. (7) The reactants are [O:1]1[CH:5]=[CH:4][C:3]([C:6]([NH:8][C:9]2[CH:14]=[CH:13][CH:12]=[C:11]([C:15]3[C:23]4[C:18](=[CH:19][CH:20]=[C:21]([C:24]5[N:28]=[CH:27][N:26](C(C6C=CC=CC=6)(C6C=CC=CC=6)C6C=CC=CC=6)[N:25]=5)[CH:22]=4)[N:17](C4CCCCO4)[N:16]=3)[CH:10]=2)=[O:7])=[CH:2]1. The catalyst is Cl.O1CCOCC1. The product is [NH:26]1[CH:27]=[N:28][C:24]([C:21]2[CH:22]=[C:23]3[C:18](=[CH:19][CH:20]=2)[NH:17][N:16]=[C:15]3[C:11]2[CH:10]=[C:9]([NH:8][C:6]([C:3]3[CH:4]=[CH:5][O:1][CH:2]=3)=[O:7])[CH:14]=[CH:13][CH:12]=2)=[N:25]1. The yield is 0.370. (8) The reactants are [CH2:1]([O:3][C:4]1[C:8]([CH2:9][CH2:10][C:11]([O:13][CH2:14][CH3:15])=[O:12])=[CH:7][NH:6][N:5]=1)[CH3:2].[F:16][C:17]([F:29])([F:28])[C:18]1[CH:23]=[CH:22][C:21](OB(O)O)=[CH:20][CH:19]=1.N1C=CC=CC=1. The catalyst is C([O-])(=O)C.[Cu+2].C([O-])(=O)C.C(Cl)Cl. The product is [CH2:1]([O:3][C:4]1[C:8]([CH2:9][CH2:10][C:11]([O:13][CH2:14][CH3:15])=[O:12])=[CH:7][N:6]([C:21]2[CH:22]=[CH:23][C:18]([C:17]([F:29])([F:28])[F:16])=[CH:19][CH:20]=2)[N:5]=1)[CH3:2]. The yield is 0.290. (9) The reactants are [CH2:1]([O:19][CH2:20][CH:21]([CH2:23][O:24][C:25](=[O:41])[CH2:26][CH2:27][CH2:28][CH2:29][CH2:30][CH2:31][CH2:32][CH2:33][CH2:34][CH2:35][CH2:36][CH2:37][CH2:38][CH2:39][CH3:40])[OH:22])[CH2:2][CH2:3][CH2:4][CH2:5][CH2:6][CH2:7][CH2:8]/[CH:9]=[CH:10]\[CH2:11][CH2:12][CH2:13][CH2:14][CH2:15][CH2:16][CH2:17][CH3:18].C1(N=C=NC2CCCCC2)CCCCC1.CN(C1C=CC=CN=1)C.[CH2:66]([CH2:80][C:81](O)=[S:82])[CH2:67][CH2:68][CH2:69][CH2:70][CH2:71][CH2:72][CH2:73][CH2:74][CH2:75][CH2:76][CH2:77][CH2:78][CH3:79]. The catalyst is ClCCl. The product is [CH2:1]([O:19][CH:20]([C:81](=[S:82])[CH2:80][CH2:66][CH2:67][CH2:68][CH2:69][CH2:70][CH2:71][CH2:72][CH2:73][CH2:74][CH2:75][CH2:76][CH2:77][CH2:78][CH3:79])[CH:21]([CH2:23][O:24][C:25](=[O:41])[CH2:26][CH2:27][CH2:28][CH2:29][CH2:30][CH2:31][CH2:32][CH2:33][CH2:34][CH2:35][CH2:36][CH2:37][CH2:38][CH2:39][CH3:40])[OH:22])[CH2:2][CH2:3][CH2:4][CH2:5][CH2:6][CH2:7][CH2:8]/[CH:9]=[CH:10]\[CH2:11][CH2:12][CH2:13][CH2:14][CH2:15][CH2:16][CH2:17][CH3:18]. The yield is 0.490.